This data is from Full USPTO retrosynthesis dataset with 1.9M reactions from patents (1976-2016). The task is: Predict the reactants needed to synthesize the given product. (1) Given the product [ClH:1].[ClH:1].[CH2:3]([C:7]1[N:8]=[N:9][C:10]([O:31][CH:32]2[CH2:37][CH2:36][N:35]([CH3:38])[CH2:34][CH2:33]2)=[CH:11][C:12]=1[C:13]1[CH:14]=[CH:15][C:16]([O:24][CH:25]2[CH2:30][CH2:29][CH2:28][CH2:27][CH2:26]2)=[C:17]([N:19]([CH2:39][CH:40]([CH3:42])[CH3:41])[S:20]([CH3:23])(=[O:21])=[O:22])[CH:18]=1)[CH2:4][CH2:5][CH3:6], predict the reactants needed to synthesize it. The reactants are: [ClH:1].Cl.[CH2:3]([C:7]1[N:8]=[N:9][C:10]([O:31][CH:32]2[CH2:37][CH2:36][N:35]([CH3:38])[CH2:34][CH2:33]2)=[CH:11][C:12]=1[C:13]1[CH:14]=[CH:15][C:16]([O:24][CH:25]2[CH2:30][CH2:29][CH2:28][CH2:27][CH2:26]2)=[C:17]([NH:19][S:20]([CH3:23])(=[O:22])=[O:21])[CH:18]=1)[CH2:4][CH2:5][CH3:6].[CH2:39](Br)[CH:40]([CH3:42])[CH3:41].C(=O)([O-])[O-].[K+].[K+].Cl. (2) Given the product [CH2:1]([O:8][C:9]1[CH:10]=[C:11]([CH2:16][C:17]([O:19][CH3:20])=[O:18])[CH:12]=[C:13]([O:15][S:29]([C:32]([F:35])([F:34])[F:33])(=[O:31])=[O:30])[CH:14]=1)[C:2]1[CH:7]=[CH:6][CH:5]=[CH:4][CH:3]=1, predict the reactants needed to synthesize it. The reactants are: [CH2:1]([O:8][C:9]1[CH:10]=[C:11]([CH2:16][C:17]([O-:19])=[O:18])[CH:12]=[C:13]([OH:15])[CH:14]=1)[C:2]1[CH:7]=[CH:6][CH:5]=[CH:4][CH:3]=1.[CH3:20]CN(C(C)C)C(C)C.[S:29](O[S:29]([C:32]([F:35])([F:34])[F:33])(=[O:31])=[O:30])([C:32]([F:35])([F:34])[F:33])(=[O:31])=[O:30]. (3) Given the product [C:1]([O:5][C:6]([NH:8][C:9]1[S:13][C:12]([C:14]2[CH:15]=[CH:16][CH:17]=[CH:18][CH:19]=2)=[N:11][C:10]=1[C:20]([OH:22])=[O:21])=[O:7])([CH3:4])([CH3:2])[CH3:3], predict the reactants needed to synthesize it. The reactants are: [C:1]([O:5][C:6]([NH:8][C:9]1[S:13][C:12]([C:14]2[CH:19]=[CH:18][CH:17]=[CH:16][CH:15]=2)=[N:11][C:10]=1[C:20]([O:22]CC)=[O:21])=[O:7])([CH3:4])([CH3:3])[CH3:2].O[Li].O.Cl. (4) Given the product [ClH:1].[CH3:32][C:31]1[CH:30]=[CH:29][S:28][C:27]=1[CH2:26][O:25][CH:23]1[CH2:22][NH:21][CH2:24]1, predict the reactants needed to synthesize it. The reactants are: [Cl:1]C(OC(Cl)C)=O.C([N:21]1[CH2:24][CH:23]([O:25][CH2:26][C:27]2[S:28][CH:29]=[CH:30][C:31]=2[CH3:32])[CH2:22]1)(C1C=CC=CC=1)C1C=CC=CC=1.C(O)C.